From a dataset of Full USPTO retrosynthesis dataset with 1.9M reactions from patents (1976-2016). Predict the reactants needed to synthesize the given product. (1) Given the product [Cl:26][C:27]1[CH:34]=[CH:33][C:30]([CH2:31][N:12]([C@H:9]2[CH2:10][CH2:11][C@@H:6]([C:4](=[O:5])[N:3]([O:2][CH3:1])[CH3:23])[CH2:7][CH2:8]2)[C:13](=[O:22])[O:14][CH2:15][C:16]2[CH:17]=[CH:18][CH:19]=[CH:20][CH:21]=2)=[CH:29][CH:28]=1, predict the reactants needed to synthesize it. The reactants are: [CH3:1][O:2][N:3]([CH3:23])[C:4]([C@@H:6]1[CH2:11][CH2:10][C@H:9]([NH:12][C:13](=[O:22])[O:14][CH2:15][C:16]2[CH:21]=[CH:20][CH:19]=[CH:18][CH:17]=2)[CH2:8][CH2:7]1)=[O:5].[H-].[Na+].[Cl:26][C:27]1[CH:34]=[CH:33][C:30]([CH2:31]Br)=[CH:29][CH:28]=1. (2) The reactants are: [F:1][C:2]1[C:7]([O:8][CH3:9])=[CH:6][C:5]([O:10][CH3:11])=[C:4]([F:12])[C:3]=1[N:13]1[CH2:18][C:17]2[CH:19]=[N:20][C:21]3[NH:25][CH:24]=[CH:23][C:22]=3[C:16]=2[N:15]([CH3:26])[C:14]1=[O:27].[H-].[Na+].[CH3:30][Si:31]([CH2:34][CH2:35][O:36][CH2:37]Cl)([CH3:33])[CH3:32]. Given the product [F:12][C:4]1[C:5]([O:10][CH3:11])=[CH:6][C:7]([O:8][CH3:9])=[C:2]([F:1])[C:3]=1[N:13]1[CH2:18][C:17]2[CH:19]=[N:20][C:21]3[N:25]([CH2:37][O:36][CH2:35][CH2:34][Si:31]([CH3:33])([CH3:32])[CH3:30])[CH:24]=[CH:23][C:22]=3[C:16]=2[N:15]([CH3:26])[C:14]1=[O:27], predict the reactants needed to synthesize it.